This data is from Catalyst prediction with 721,799 reactions and 888 catalyst types from USPTO. The task is: Predict which catalyst facilitates the given reaction. (1) Reactant: [C:1]([C:3](=[CH:11][C:12]1[C:21]2[C:16](=[CH:17][CH:18]=[CH:19][CH:20]=2)[N:15]=[CH:14][CH:13]=1)[C:4]([O:6][C:7]([CH3:10])([CH3:9])[CH3:8])=[O:5])#[N:2].[Br-].[Mg+2].[Br-].[CH2:25]1[CH2:29][O:28][CH2:27][CH2:26]1.CO[C:32](C)([CH3:34])[CH3:33]. Product: [C:1]([CH:3]([CH:11]([C:25]1[CH:26]=[CH:34][CH:32]=[CH:33][C:29]=1[O:28][CH3:27])[C:12]1[C:21]2[C:16](=[CH:17][CH:18]=[CH:19][CH:20]=2)[N:15]=[CH:14][CH:13]=1)[C:4]([O:6][C:7]([CH3:8])([CH3:10])[CH3:9])=[O:5])#[N:2]. The catalyst class is: 81. (2) Reactant: C1C=C(Cl)C=C(C(OO)=[O:9])C=1.[N:12]1([C:17]([O:19][C:20]([CH3:23])([CH3:22])[CH3:21])=[O:18])[CH2:16][CH:15]=[CH:14][CH2:13]1. Product: [O:9]1[CH:15]2[CH:14]1[CH2:13][N:12]([C:17]([O:19][C:20]([CH3:23])([CH3:22])[CH3:21])=[O:18])[CH2:16]2. The catalyst class is: 2. (3) Reactant: [OH:1][C@H:2]([C:23]1[CH:28]=[CH:27][CH:26]=[CH:25][CH:24]=1)[CH2:3][CH2:4][N:5]1[CH2:10][CH2:9][CH:8]([C:11]2[CH:12]=[C:13]([NH:17][C:18](=[O:22])[CH:19]([CH3:21])[CH3:20])[CH:14]=[CH:15][CH:16]=2)[CH2:7][CH2:6]1.[Cl:29][C:30]1[CH:31]=[C:32](O)[CH:33]=[CH:34][C:35]=1[Cl:36].C1(P(C2C=CC=CC=2)C2C=CC=CC=2)C=CC=CC=1.N(C(OCC)=O)=NC(OCC)=O.N. Product: [Cl:29][C:30]1[CH:31]=[C:32]([CH:33]=[CH:34][C:35]=1[Cl:36])[O:1][C@@H:2]([C:23]1[CH:24]=[CH:25][CH:26]=[CH:27][CH:28]=1)[CH2:3][CH2:4][N:5]1[CH2:10][CH2:9][CH:8]([C:11]2[CH:12]=[C:13]([NH:17][C:18](=[O:22])[CH:19]([CH3:21])[CH3:20])[CH:14]=[CH:15][CH:16]=2)[CH2:7][CH2:6]1. The catalyst class is: 396. (4) Reactant: [N:1]1([CH:8]2[CH2:13][CH2:12][NH:11][CH2:10][CH2:9]2)[CH2:6][CH2:5][CH2:4][CH2:3][C:2]1=[O:7].[CH3:14][O:15][C:16]([C:18]1[C:27]2[C:22](=[CH:23][CH:24]=[CH:25][CH:26]=2)[N:21]=[C:20]([C:28]2[CH:33]=[CH:32][CH:31]=[CH:30][CH:29]=2)[C:19]=1[CH2:34]Br)=[O:17].[F-].[K+].CCN(C(C)C)C(C)C. Product: [CH3:14][O:15][C:16]([C:18]1[C:27]2[C:22](=[CH:23][CH:24]=[CH:25][CH:26]=2)[N:21]=[C:20]([C:28]2[CH:33]=[CH:32][CH:31]=[CH:30][CH:29]=2)[C:19]=1[CH2:34][N:11]1[CH2:12][CH2:13][CH:8]([N:1]2[CH2:6][CH2:5][CH2:4][CH2:3][C:2]2=[O:7])[CH2:9][CH2:10]1)=[O:17]. The catalyst class is: 1. (5) Reactant: [Cl:1][C:2]1[CH:7]=[CH:6][CH:5]=[CH:4][C:3]=1[CH:8]1[N:12]([C:13]2[CH:18]=[CH:17][CH:16]=[C:15]([C:19]3[CH2:20][CH2:21][N:22](C(OC(C)(C)C)=O)[CH2:23][CH:24]=3)[CH:14]=2)[N:11]=[C:10]([C:32]([C:38]([F:41])([F:40])[F:39])([C:34]([F:37])([F:36])[F:35])[OH:33])[CH2:9]1.Cl. Product: [ClH:1].[Cl:1][C:2]1[CH:7]=[CH:6][CH:5]=[CH:4][C:3]=1[CH:8]1[N:12]([C:13]2[CH:18]=[CH:17][CH:16]=[C:15]([C:19]3[CH2:20][CH2:21][NH:22][CH2:23][CH:24]=3)[CH:14]=2)[N:11]=[C:10]([C:32]([C:38]([F:41])([F:39])[F:40])([C:34]([F:35])([F:36])[F:37])[OH:33])[CH2:9]1. The catalyst class is: 13. (6) Reactant: [Si:1]([O:8][CH2:9][C@H:10]([NH:14][CH2:15][CH2:16][C:17]1[CH:28]=[CH:27][C:20]([C:21]([O:23][CH:24]([CH3:26])[CH3:25])=[O:22])=[CH:19][CH:18]=1)[CH2:11][CH2:12][OH:13])([C:4]([CH3:7])([CH3:6])[CH3:5])([CH3:3])[CH3:2].N1C=CC=CC=1.[C:35](Cl)(Cl)=[O:36]. Product: [Si:1]([O:8][CH2:9][C@H:10]1[CH2:11][CH2:12][O:13][C:35](=[O:36])[N:14]1[CH2:15][CH2:16][C:17]1[CH:28]=[CH:27][C:20]([C:21]([O:23][CH:24]([CH3:25])[CH3:26])=[O:22])=[CH:19][CH:18]=1)([C:4]([CH3:6])([CH3:7])[CH3:5])([CH3:3])[CH3:2]. The catalyst class is: 2. (7) The catalyst class is: 17. Product: [CH3:1][N:2]([CH3:3])[CH2:4][C:5]([NH:32][C:28]1[CH:27]=[C:26]2[C:31]([C:22]([C:15]3[C:14]([C:9]4[CH:10]=[CH:11][CH:12]=[CH:13][N:8]=4)=[N:18][N:17]4[CH2:19][CH2:20][CH2:21][C:16]=34)=[CH:23][CH:24]=[N:25]2)=[CH:30][CH:29]=1)=[O:6]. Reactant: [CH3:1][N:2]([CH2:4][C:5](Cl)=[O:6])[CH3:3].[N:8]1[CH:13]=[CH:12][CH:11]=[CH:10][C:9]=1[C:14]1[C:15]([C:22]2[C:31]3[C:26](=[CH:27][C:28]([NH2:32])=[CH:29][CH:30]=3)[N:25]=[CH:24][CH:23]=2)=[C:16]2[CH2:21][CH2:20][CH2:19][N:17]2[N:18]=1.C(=O)(O)[O-].[Na+]. (8) Reactant: Br[C:2]1[C:3]([NH:9][C:10](=[O:18])[NH:11][CH2:12][C:13]([O:15]CC)=O)=[N:4][CH:5]=[C:6](Br)[N:7]=1.BrC1[C:21]([NH2:27])=[N:22][CH:23]=[C:24](Br)N=1.C(N1[CH:39]=[CH:38]N=C1)(N1C=CN=C1)=O.[CH:40](N(C(C)C)CC)([CH3:42])[CH3:41].Cl.[CH2:50]([O:52][C:53](=O)[CH2:54][NH2:55])[CH3:51].C[N:58](C)C=O. Product: [N:24]1[N:58]=[C:21]([C:27]2[CH:39]=[CH:38][C:42]([C:6]3[N:7]=[C:2]4[N:11]([CH2:12][C:13]([N:55]5[CH2:54][CH2:53][O:52][CH2:50][CH2:51]5)=[O:15])[C:10](=[O:18])[NH:9][C:3]4=[N:4][CH:5]=3)=[CH:40][CH:41]=2)[NH:22][CH:23]=1. The catalyst class is: 127. (9) Reactant: [CH:1]1([C:4]2[C:9]([CH:10](O)[CH2:11][CH2:12][CH3:13])=[CH:8][N:7]=[C:6]([C:15]3[CH:20]=[CH:19][C:18]([C:21]([F:24])([F:23])[F:22])=[CH:17][CH:16]=3)[N:5]=2)[CH2:3][CH2:2]1.S(Cl)([Cl:27])=O. Product: [Cl:27][CH:10]([C:9]1[C:4]([CH:1]2[CH2:3][CH2:2]2)=[N:5][C:6]([C:15]2[CH:20]=[CH:19][C:18]([C:21]([F:22])([F:24])[F:23])=[CH:17][CH:16]=2)=[N:7][CH:8]=1)[CH2:11][CH2:12][CH3:13]. The catalyst class is: 4. (10) Reactant: [CH2:1]([O:3][C:4]1[CH:12]=[CH:11][C:7]([C:8]([OH:10])=O)=[CH:6][CH:5]=1)[CH3:2].C1C=CC2N(O)N=NC=2C=1.[NH2:23][C:24]1[CH:33]=[C:32]2[C:27]([CH:28]=[CH:29][N:30]=[C:31]2[N:34]2[CH2:39][CH2:38][N:37]([CH3:40])[CH2:36][CH2:35]2)=[CH:26][CH:25]=1.C1(N=C=N)CCCCC1. Product: [CH2:1]([O:3][C:4]1[CH:5]=[CH:6][C:7]([C:8]([NH:23][C:24]2[CH:33]=[C:32]3[C:27]([CH:28]=[CH:29][N:30]=[C:31]3[N:34]3[CH2:35][CH2:36][N:37]([CH3:40])[CH2:38][CH2:39]3)=[CH:26][CH:25]=2)=[O:10])=[CH:11][CH:12]=1)[CH3:2]. The catalyst class is: 3.